Dataset: NCI-60 drug combinations with 297,098 pairs across 59 cell lines. Task: Regression. Given two drug SMILES strings and cell line genomic features, predict the synergy score measuring deviation from expected non-interaction effect. (1) Drug 1: CC=C1C(=O)NC(C(=O)OC2CC(=O)NC(C(=O)NC(CSSCCC=C2)C(=O)N1)C(C)C)C(C)C. Drug 2: CS(=O)(=O)OCCCCOS(=O)(=O)C. Cell line: SF-539. Synergy scores: CSS=64.9, Synergy_ZIP=-2.71, Synergy_Bliss=-2.98, Synergy_Loewe=-38.0, Synergy_HSA=0.118. (2) Cell line: EKVX. Drug 1: CC(C)(C#N)C1=CC(=CC(=C1)CN2C=NC=N2)C(C)(C)C#N. Synergy scores: CSS=0.414, Synergy_ZIP=1.85, Synergy_Bliss=2.38, Synergy_Loewe=3.08, Synergy_HSA=-0.529. Drug 2: C(CN)CNCCSP(=O)(O)O. (3) Drug 1: CC=C1C(=O)NC(C(=O)OC2CC(=O)NC(C(=O)NC(CSSCCC=C2)C(=O)N1)C(C)C)C(C)C. Drug 2: C1CC(=O)NC(=O)C1N2C(=O)C3=CC=CC=C3C2=O. Cell line: UACC-257. Synergy scores: CSS=52.6, Synergy_ZIP=2.36, Synergy_Bliss=0.188, Synergy_Loewe=-50.0, Synergy_HSA=-0.219. (4) Drug 1: CC1CCC2CC(C(=CC=CC=CC(CC(C(=O)C(C(C(=CC(C(=O)CC(OC(=O)C3CCCCN3C(=O)C(=O)C1(O2)O)C(C)CC4CCC(C(C4)OC)O)C)C)O)OC)C)C)C)OC. Drug 2: CC1CCCC2(C(O2)CC(NC(=O)CC(C(C(=O)C(C1O)C)(C)C)O)C(=CC3=CSC(=N3)C)C)C. Cell line: RPMI-8226. Synergy scores: CSS=64.8, Synergy_ZIP=-0.918, Synergy_Bliss=0.267, Synergy_Loewe=-6.28, Synergy_HSA=1.66. (5) Drug 1: CC12CCC(CC1=CCC3C2CCC4(C3CC=C4C5=CN=CC=C5)C)O. Drug 2: CN(C)C1=NC(=NC(=N1)N(C)C)N(C)C. Synergy scores: CSS=2.90, Synergy_ZIP=0.166, Synergy_Bliss=2.75, Synergy_Loewe=-7.01, Synergy_HSA=-1.86. Cell line: MOLT-4. (6) Drug 1: C1CC(=O)NC(=O)C1N2C(=O)C3=CC=CC=C3C2=O. Drug 2: C1CN(P(=O)(OC1)NCCCl)CCCl. Cell line: SNB-75. Synergy scores: CSS=0.218, Synergy_ZIP=0.446, Synergy_Bliss=0.0289, Synergy_Loewe=-1.47, Synergy_HSA=-1.36. (7) Drug 1: C1C(C(OC1N2C=NC3=C2NC=NCC3O)CO)O. Drug 2: CC12CCC3C(C1CCC2OP(=O)(O)O)CCC4=C3C=CC(=C4)OC(=O)N(CCCl)CCCl.[Na+]. Cell line: MDA-MB-435. Synergy scores: CSS=7.40, Synergy_ZIP=1.69, Synergy_Bliss=8.94, Synergy_Loewe=2.54, Synergy_HSA=1.14. (8) Drug 1: CC(C1=C(C=CC(=C1Cl)F)Cl)OC2=C(N=CC(=C2)C3=CN(N=C3)C4CCNCC4)N. Drug 2: C1=C(C(=O)NC(=O)N1)N(CCCl)CCCl. Cell line: SF-539. Synergy scores: CSS=46.4, Synergy_ZIP=2.32, Synergy_Bliss=3.49, Synergy_Loewe=3.41, Synergy_HSA=3.95. (9) Drug 1: CC1CCC2CC(C(=CC=CC=CC(CC(C(=O)C(C(C(=CC(C(=O)CC(OC(=O)C3CCCCN3C(=O)C(=O)C1(O2)O)C(C)CC4CCC(C(C4)OC)O)C)C)O)OC)C)C)C)OC. Drug 2: C1CN1C2=NC(=NC(=N2)N3CC3)N4CC4. Cell line: NCI-H322M. Synergy scores: CSS=6.65, Synergy_ZIP=-2.99, Synergy_Bliss=0.414, Synergy_Loewe=-2.46, Synergy_HSA=-0.395.